From a dataset of Full USPTO retrosynthesis dataset with 1.9M reactions from patents (1976-2016). Predict the reactants needed to synthesize the given product. Given the product [CH3:33][C:8]1[CH:9]=[C:10]([O:13][C:14]2[CH:15]=[C:16]([O:21][C:22]3[CH:27]=[CH:26][C:25]([C:28]([F:31])([F:29])[F:30])=[CH:24][C:23]=3[O:35][C:36]3[CH:41]=[CH:40][CH:39]=[CH:38][N:37]=3)[CH:17]=[C:18]([CH3:20])[CH:19]=2)[CH:11]=[CH:12][C:7]=1[CH2:6][CH2:5][C:4]([OH:3])=[O:34], predict the reactants needed to synthesize it. The reactants are: C([O:3][C:4](=[O:34])[CH2:5][CH2:6][C:7]1[CH:12]=[CH:11][C:10]([O:13][C:14]2[CH:19]=[C:18]([CH3:20])[CH:17]=[C:16]([O:21][C:22]3[CH:27]=[CH:26][C:25]([C:28]([F:31])([F:30])[F:29])=[CH:24][C:23]=3Br)[CH:15]=2)=[CH:9][C:8]=1[CH3:33])C.[OH:35][C:36]1[CH:41]=[CH:40][CH:39]=[CH:38][N:37]=1.